Binary Classification. Given a miRNA mature sequence and a target amino acid sequence, predict their likelihood of interaction. From a dataset of Experimentally validated miRNA-target interactions with 360,000+ pairs, plus equal number of negative samples. (1) The miRNA is mmu-miR-3470b with sequence UCACUCUGUAGACCAGGCUGG. The protein sequence of the target gene is MRLALLCGLLLAGITATQGGLLNLNKMVTHMTGKKAFFSYWPYGCHCGLGGKGQPKDATDWCCQKHDCCYAHLKIDGCKSLTDNYKYSISQGTIQCSDNGSWCERQLCACDKEVALCLKQNLDSYNKRLRYYWRPRCKGKTPAC. Result: 1 (interaction). (2) The miRNA is hsa-miR-2277-5p with sequence AGCGCGGGCUGAGCGCUGCCAGUC. The protein sequence of the target gene is MDMHCKADPFSAMHPGHGGVNQLGGVFVNGRPLPDVVRQRIVELAHQGVRPCDISRQLRVSHGCVSKILGRYYETGSIKPGVIGGSKPKVATPKVVDKIAEYKRQNPTMFAWEIRDRLLAEGICDNDTVPSVSSINRIIRTKVQQPFHPTPDGAGTGVTAPGHTIVPSTASPPVSSASNDPVGSYSINGILGIPRSNGEKRKRDEVEVYTDPAHIRGGGGLHLVWTLRDVSEGSVPNGDSQSGVDSLRKHLRADTFTQQQLEALDRVFERPSYPDVFQASEHIKSEQGNEYSLPALTPGL.... Result: 1 (interaction).